From a dataset of Forward reaction prediction with 1.9M reactions from USPTO patents (1976-2016). Predict the product of the given reaction. (1) Given the reactants [NH2:1][C:2]1[C:3]([Cl:9])=[N:4][CH:5]=[C:6]([Br:8])[CH:7]=1.[F:10][CH:11]([F:23])[O:12][C:13]1[CH:14]=[C:15]([S:19](Cl)(=[O:21])=[O:20])[CH:16]=[CH:17][CH:18]=1, predict the reaction product. The product is: [Br:8][C:6]1[CH:7]=[C:2]([NH:1][S:19]([C:15]2[CH:16]=[CH:17][CH:18]=[C:13]([O:12][CH:11]([F:10])[F:23])[CH:14]=2)(=[O:21])=[O:20])[C:3]([Cl:9])=[N:4][CH:5]=1. (2) Given the reactants Br[CH:2]1[C:7](=O)[CH2:6][CH2:5][CH2:4][C:3]1=[O:9].[NH2:10][C:11]([C:13]1[CH:22]=[CH:21][C:20]([N:23]([CH3:25])[CH3:24])=[CH:19][C:14]=1[C:15]([O:17][CH3:18])=[O:16])=[S:12], predict the reaction product. The product is: [CH3:25][N:23]([CH3:24])[C:20]1[CH:21]=[CH:22][C:13]([C:11]2[S:12][C:2]3[C:3](=[O:9])[CH2:4][CH2:5][CH2:6][C:7]=3[N:10]=2)=[C:14]([CH:19]=1)[C:15]([O:17][CH3:18])=[O:16]. (3) Given the reactants [Br:1][C:2]1[CH:7]=[CH:6][NH:5][C:4](=[O:8])[CH:3]=1.Br[CH:10]([CH:16]([CH3:18])[CH3:17])[C:11]([O:13][CH2:14][CH3:15])=[O:12].[H-].[Na+].[Br-].[Li+], predict the reaction product. The product is: [Br:1][C:2]1[CH:7]=[CH:6][N:5]([CH:10]([CH:16]([CH3:18])[CH3:17])[C:11]([O:13][CH2:14][CH3:15])=[O:12])[C:4](=[O:8])[CH:3]=1. (4) Given the reactants C[O:2][C:3]([C@@H:5]1[CH2:17][N:15]2[C:16]3[CH:8]([C@@H:9]([NH:19][C:20]([O:22][CH3:23])=[O:21])[CH2:10][C:11](=[O:18])[C:12]=3[CH:13]=[CH:14]2)[C:7](=[O:24])[CH2:6]1)=[O:4].CO.[OH-].[Na+].Cl, predict the reaction product. The product is: [CH3:23][O:22][C:20]([NH:19][C@@H:9]1[CH:8]2[C:7](=[O:24])[CH2:6][C@H:5]([C:3]([OH:4])=[O:2])[CH2:17][N:15]3[C:16]2=[C:12]([CH:13]=[CH:14]3)[C:11](=[O:18])[CH2:10]1)=[O:21]. (5) Given the reactants [F:1][C:2]1[CH:32]=[CH:31][CH:30]=[C:29]([F:33])[C:3]=1[C:4]([NH:6][C:7]1[CH:12]=[CH:11][C:10]([C:13]([NH:15][NH:16][C:17]([NH:19][CH2:20][CH2:21][CH2:22][N:23]2[CH2:28][CH2:27]C[CH2:25][CH2:24]2)=S)=[O:14])=[CH:9][CH:8]=1)=[O:5].[OH-:34].[Na+], predict the reaction product. The product is: [F:33][C:29]1[CH:30]=[CH:31][CH:32]=[C:2]([F:1])[C:3]=1[C:4]([NH:6][C:7]1[CH:8]=[CH:9][C:10]([C:13]2[O:14][C:17]([NH:19][CH2:20][CH2:21][CH2:22][N:23]3[CH2:24][CH2:25][O:34][CH2:27][CH2:28]3)=[N:16][N:15]=2)=[CH:11][CH:12]=1)=[O:5].